This data is from HIV replication inhibition screening data with 41,000+ compounds from the AIDS Antiviral Screen. The task is: Binary Classification. Given a drug SMILES string, predict its activity (active/inactive) in a high-throughput screening assay against a specified biological target. (1) The compound is O=C1[OH+][Cu-5]234([O+]=C(c5cccs5)C=[N+]2c2ccccc21)[O+]=C(c1cccs1)C=[N+]3c1ccccc1C(=O)[OH+]4. The result is 0 (inactive). (2) The drug is CCCCNC(=S)Nc1nc(C(=O)NNS(=O)(=O)c2ccccc2)cs1. The result is 0 (inactive). (3) The compound is COC(=O)CCn1cnc2c(SC)ncnc21. The result is 0 (inactive). (4) The drug is Oc1c(C2=NC3CCCCC3N2)ccc2ccccc12. The result is 0 (inactive). (5) The drug is CC(=O)N(O)CCCCCNC(=O)CCC(=O)N(O)CCCCCNC(=O)CCC(=O)N(O)CCCCCN. The result is 0 (inactive). (6) The molecule is CCC(=O)OC1C(OC2C(C)C(OC3CC(C)(OC)C(O)C(C)O3)C(C)C(=O)OC(CC)C(C)(O)C(O)C(C)C(=O)C(C)CC2(C)O)OC(C)CC1N(C)C.CCCCCCCCCCCCOS(=O)(=O)O. The result is 0 (inactive).